The task is: Predict which catalyst facilitates the given reaction.. This data is from Catalyst prediction with 721,799 reactions and 888 catalyst types from USPTO. (1) Reactant: [F:1][C:2]([F:16])([F:15])[C:3]1[CH:8]=[CH:7][CH:6]=[CH:5][C:4]=1[CH:9]1[CH2:14][CH2:13][NH:12][CH2:11][CH2:10]1.[ClH:17].O1CCOCC1. Product: [ClH:17].[F:16][C:2]([F:1])([F:15])[C:3]1[CH:8]=[CH:7][CH:6]=[CH:5][C:4]=1[CH:9]1[CH2:10][CH2:11][NH:12][CH2:13][CH2:14]1. The catalyst class is: 23. (2) Reactant: [F:1][C:2]1[N:7]=[C:6](B(O)O)[CH:5]=[CH:4][CH:3]=1.Cl[C:12]1[C:21]([N:22]([CH:24]([CH3:26])[CH3:25])[CH3:23])=[N:20][C:19]2[C:14](=[CH:15][CH:16]=[C:17]([C:27]([O:29][CH3:30])=[O:28])[CH:18]=2)[N:13]=1.[O-]P([O-])([O-])=O.[K+].[K+].[K+]. Product: [F:1][C:2]1[N:7]=[C:6]([C:12]2[C:21]([N:22]([CH:24]([CH3:26])[CH3:25])[CH3:23])=[N:20][C:19]3[C:14](=[CH:15][CH:16]=[C:17]([C:27]([O:29][CH3:30])=[O:28])[CH:18]=3)[N:13]=2)[CH:5]=[CH:4][CH:3]=1. The catalyst class is: 70. (3) The catalyst class is: 72. Product: [Cl:3][C:4]1[CH:5]=[N:6][C:7]2[NH:8][C:9]3[CH:10]=[CH:11][C:12]([N:30]4[CH2:35][CH2:34][N:33]([CH3:36])[CH2:32][CH2:31]4)=[C:13]([CH:29]=3)[CH:14]=[CH:15][C:16]3[CH:24]=[C:20]([NH:21][C:22]=1[N:23]=2)[C:19]([C:25]([OH:27])=[O:26])=[CH:18][CH:17]=3. Reactant: [Li+].[OH-].[Cl:3][C:4]1[CH:5]=[N:6][C:7]2[NH:8][C:9]3[CH:10]=[CH:11][C:12]([N:30]4[CH2:35][CH2:34][N:33]([CH3:36])[CH2:32][CH2:31]4)=[C:13]([CH:29]=3)[CH:14]=[CH:15][C:16]3[CH:24]=[C:20]([NH:21][C:22]=1[N:23]=2)[C:19]([C:25]([O:27]C)=[O:26])=[CH:18][CH:17]=3.Cl.